This data is from Full USPTO retrosynthesis dataset with 1.9M reactions from patents (1976-2016). The task is: Predict the reactants needed to synthesize the given product. (1) Given the product [Cl:1][C:2]1[CH:3]=[CH:4][C:5]([F:21])=[C:6]([C:8]2[CH:17]=[C:16]([C:25]3[CH:26]=[N:27][CH:28]=[C:23]([Cl:22])[N:24]=3)[C:15]3[C:10](=[N:11][CH:12]=[CH:13][CH:14]=3)[N:9]=2)[CH:7]=1, predict the reactants needed to synthesize it. The reactants are: [Cl:1][C:2]1[CH:3]=[CH:4][C:5]([F:21])=[C:6]([C:8]2[CH:17]=[C:16](B(O)O)[C:15]3[C:10](=[N:11][CH:12]=[CH:13][CH:14]=3)[N:9]=2)[CH:7]=1.[Cl:22][C:23]1[CH:28]=[N:27][CH:26]=[C:25](Cl)[N:24]=1.C(=O)(O)[O-].[Na+]. (2) The reactants are: [CH3:1][O:2][C:3](=[O:14])[C:4]1[CH:9]=[CH:8][C:7]([O:10][CH3:11])=[C:6]([CH3:12])[C:5]=1[NH2:13].[C:15](Cl)(=[O:22])[C:16]1[CH:21]=[CH:20][CH:19]=[CH:18][CH:17]=1.C(O)(=O)CC(CC(O)=O)(C(O)=O)O. Given the product [CH3:1][O:2][C:3](=[O:14])[C:4]1[CH:9]=[CH:8][C:7]([O:10][CH3:11])=[C:6]([CH3:12])[C:5]=1[NH:13][C:15](=[O:22])[C:16]1[CH:21]=[CH:20][CH:19]=[CH:18][CH:17]=1, predict the reactants needed to synthesize it. (3) Given the product [Br:11][C:12]1[CH:17]=[CH:16][C:15]([CH2:18][N:1]2[CH2:6][CH2:5][S:4](=[O:8])(=[O:7])[CH2:3][CH2:2]2)=[CH:14][CH:13]=1, predict the reactants needed to synthesize it. The reactants are: [NH:1]1[CH2:6][CH2:5][S:4](=[O:8])(=[O:7])[CH2:3][CH2:2]1.[H-].[Na+].[Br:11][C:12]1[CH:17]=[CH:16][C:15]([CH2:18]Br)=[CH:14][CH:13]=1. (4) Given the product [CH2:6]([O:13][C:14]([CH:15]1[CH2:19][CH:1]([OH:5])[CH2:2][CH2:3][O:16]1)([CH3:18])[CH3:17])[C:7]1[CH:12]=[CH:11][CH:10]=[CH:9][CH:8]=1, predict the reactants needed to synthesize it. The reactants are: [CH2:1]([OH:5])[CH2:2][CH:3]=C.[CH2:6]([O:13][C:14]([CH3:18])([CH3:17])[CH:15]=[O:16])[C:7]1[CH:12]=[CH:11][CH:10]=[CH:9][CH:8]=1.[C:19](O)(C(F)(F)F)=O. (5) Given the product [OH:62][C@H:63]([C:78]1[S:79][C:80]([C:83]2[CH:88]=[CH:87][CH:86]=[CH:85][CH:84]=2)=[CH:81][CH:82]=1)[C@@H:64]1[N:68]([CH3:69])[C:67](=[O:70])[CH2:66][C@@H:65]1[C:71]1[CH:76]=[CH:75][C:74]([C:14]([O:13][CH2:12][CH3:11])=[O:32])=[CH:73][CH:72]=1, predict the reactants needed to synthesize it. The reactants are: C([BH-](CC)CC)C.[Li+].ClC1[CH:11]=[C:12](C=CC=1)[O:13][CH2:14][C@@H]1N(C)C(=O)C[C@@H]1C1C=CC=CC=1.C([C@@H]1N(C)C(=O)C[C@@H]1C1C=CC=CC=1)=[O:32].C1(C2SC=CC=2)C=CC=CC=1.[Li]CCCC.[OH:62][C@H:63]([C:78]1[S:79][C:80]([C:83]2[CH:88]=[CH:87][CH:86]=[CH:85][CH:84]=2)=[CH:81][CH:82]=1)[C@@H:64]1[N:68]([CH3:69])[C:67](=[O:70])[CH2:66][C@@H:65]1[C:71]1[CH:76]=[CH:75][C:74](I)=[CH:73][CH:72]=1. (6) The reactants are: [Cl:1][C:2]1[CH:3]=[CH:4][C:5]2[O:10][CH:9]([C:11]([F:14])([F:13])[F:12])[C:8]([C:15]([O:17]CC)=[O:16])=[CH:7][C:6]=2[CH:20]=1.[OH-].[Li+].Cl. Given the product [Cl:1][C:2]1[CH:3]=[CH:4][C:5]2[O:10][CH:9]([C:11]([F:13])([F:12])[F:14])[C:8]([C:15]([OH:17])=[O:16])=[CH:7][C:6]=2[CH:20]=1, predict the reactants needed to synthesize it. (7) Given the product [CH2:6]([O:5][C:3](=[O:4])[CH:2]([O:26][C:23]1[CH:24]=[CH:25][C:20]([Br:19])=[CH:21][CH:22]=1)[C:8]([O:10][CH2:11][CH3:12])=[O:9])[CH3:7], predict the reactants needed to synthesize it. The reactants are: Cl[CH:2]([C:8]([O:10][CH2:11][CH3:12])=[O:9])[C:3]([O:5][CH2:6][CH3:7])=[O:4].C([O-])([O-])=O.[K+].[K+].[Br:19][C:20]1[CH:25]=[CH:24][C:23]([OH:26])=[CH:22][CH:21]=1. (8) Given the product [NH2:8][C:6]1[CH:5]=[C:4](/[CH:19]=[CH:18]/[C:17]([O:21][CH3:22])=[O:20])[CH:3]=[C:2]([F:1])[CH:7]=1, predict the reactants needed to synthesize it. The reactants are: [F:1][C:2]1[CH:7]=[C:6]([N+:8]([O-])=O)[CH:5]=[C:4](I)[CH:3]=1.C([O-])(=O)C.[Na+].[C:17]([O:21][CH3:22])(=[O:20])[CH:18]=[CH2:19].C(O)(=O)C.